This data is from M1 muscarinic receptor agonist screen with 61,833 compounds. The task is: Binary Classification. Given a drug SMILES string, predict its activity (active/inactive) in a high-throughput screening assay against a specified biological target. (1) The drug is Brc1oc(C(=O)N2CCN=C2SCc2cc(ccc2)C)cc1. The result is 0 (inactive). (2) The drug is O=C(Nc1cc(ccc1)C(=O)C)C1CCN(CC1)C(=O)c1cc(OC)c(OC)c(OC)c1. The result is 0 (inactive).